Dataset: Peptide-MHC class I binding affinity with 185,985 pairs from IEDB/IMGT. Task: Regression. Given a peptide amino acid sequence and an MHC pseudo amino acid sequence, predict their binding affinity value. This is MHC class I binding data. (1) The peptide sequence is RVKQWVMDT. The MHC is HLA-A68:02 with pseudo-sequence HLA-A68:02. The binding affinity (normalized) is 0.408. (2) The peptide sequence is RGKLKRRAI. The MHC is HLA-A26:01 with pseudo-sequence HLA-A26:01. The binding affinity (normalized) is 0.0847. (3) The peptide sequence is SMYQLMITI. The MHC is HLA-B58:01 with pseudo-sequence HLA-B58:01. The binding affinity (normalized) is 0.0847. (4) The peptide sequence is SHLECRTFF. The binding affinity (normalized) is 0.0847. The MHC is HLA-A11:01 with pseudo-sequence HLA-A11:01. (5) The peptide sequence is YTGAMTSKF. The MHC is HLA-C14:02 with pseudo-sequence HLA-C14:02. The binding affinity (normalized) is 0.447.